Task: Predict the reactants needed to synthesize the given product.. Dataset: Full USPTO retrosynthesis dataset with 1.9M reactions from patents (1976-2016) (1) Given the product [CH2:1]=[CH:2][C:3]1[CH:8]=[CH:7][CH:6]=[CH:5][CH:4]=1.[CH2:16]([O:20][C:21](=[O:24])[CH:22]=[CH2:23])[CH2:17][CH2:18][CH3:19], predict the reactants needed to synthesize it. The reactants are: [CH2:1]=[CH:2][C:3]1[CH:8]=[CH:7][CH:6]=[CH:5][CH:4]=1.[Na].C(OO)(C)(C)C.[CH2:16]([O:20][C:21](=[O:24])[CH:22]=[CH2:23])[CH2:17][CH2:18][CH3:19]. (2) Given the product [Cl:4][CH2:5][CH2:6][CH2:7][N:8]1[C:16]2[C:11](=[CH:12][CH:13]=[CH:14][C:15]=2[CH2:17][CH3:18])[C:10]([C:28]([NH:27][CH2:26][C:23]2[CH:24]=[CH:25][C:20]([Cl:19])=[C:21]([Cl:30])[CH:22]=2)=[O:29])=[CH:9]1, predict the reactants needed to synthesize it. The reactants are: [Mg+2].[I-].[I-].[Cl:4][CH2:5][CH2:6][CH2:7][N:8]1[C:16]2[C:11](=[CH:12][CH:13]=[CH:14][C:15]=2[CH2:17][CH3:18])[CH:10]=[CH:9]1.[Cl:19][C:20]1[CH:25]=[CH:24][C:23]([CH2:26][N:27]=[C:28]=[O:29])=[CH:22][C:21]=1[Cl:30].